Dataset: Forward reaction prediction with 1.9M reactions from USPTO patents (1976-2016). Task: Predict the product of the given reaction. (1) Given the reactants [C:1]1([N:7]2[C:19]3[C:14](=[CH:15][C:16](B4OC(C)(C)C(C)(C)O4)=[C:17]4[CH:23]=[CH:22][CH:21]=[CH:20][C:18]4=3)[C:13]3[C:8]2=[CH:9][CH:10]=[CH:11][CH:12]=3)[CH:6]=[CH:5][CH:4]=[CH:3][CH:2]=1.I[C:34]1[CH:39]=[CH:38][CH:37]=[CH:36][C:35]=1[N+:40]([O-:42])=[O:41].C(=O)([O-])[O-].[Na+].[Na+].C(COC)OC, predict the reaction product. The product is: [N+:40]([C:35]1[CH:36]=[CH:37][CH:38]=[CH:39][C:34]=1[C:16]1[CH:15]=[C:14]2[C:19]([N:7]([C:1]3[CH:6]=[CH:5][CH:4]=[CH:3][CH:2]=3)[C:8]3[C:13]2=[CH:12][CH:11]=[CH:10][CH:9]=3)=[C:18]2[CH:20]=[CH:21][CH:22]=[CH:23][C:17]=12)([O-:42])=[O:41]. (2) Given the reactants [NH2:1][C:2]1[C:3]([NH:13][CH2:14][CH2:15][CH2:16][OH:17])=[C:4]([CH:9]=[CH:10][C:11]=1[Cl:12])[C:5]([O:7][CH3:8])=[O:6].[Cl:18][C:19]1[C:20]([N:26]=[C:27]=[S:28])=[N:21][CH:22]=[C:23]([Cl:25])[CH:24]=1, predict the reaction product. The product is: [Cl:12][C:11]1[CH:10]=[CH:9][C:4]([C:5]([O:7][CH3:8])=[O:6])=[C:3]([NH:13][CH2:14][CH2:15][CH2:16][OH:17])[C:2]=1[NH:1][C:27](=[S:28])[NH:26][C:20]1[C:19]([Cl:18])=[CH:24][C:23]([Cl:25])=[CH:22][N:21]=1.